From a dataset of Catalyst prediction with 721,799 reactions and 888 catalyst types from USPTO. Predict which catalyst facilitates the given reaction. (1) Reactant: [OH:1][C:2]12[CH2:11][C:6]3([C:12]([OH:14])=[O:13])[CH2:7][CH:8]([CH2:10][C:4]([C:15]([OH:17])=[O:16])([CH2:5]3)[CH2:3]1)[CH2:9]2.[CH2:18](O)[CH2:19][CH2:20][CH3:21].S(=O)(=O)(O)O. Product: [OH:1][C:2]12[CH2:3][C:4]3([C:15]([O:17][CH2:18][CH2:19][CH2:20][CH3:21])=[O:16])[CH2:10][CH:8]([CH2:7][C:6]([C:12]([O:14][CH2:9][CH2:2][CH2:3][CH3:4])=[O:13])([CH2:5]3)[CH2:11]1)[CH2:9]2.[OH:1][C:2]12[CH2:3][C:4]3([C:15]([OH:17])=[O:16])[CH2:10][CH:8]([CH2:7][C:6]([C:12]([OH:14])=[O:13])([CH2:5]3)[CH2:11]1)[CH2:9]2. The catalyst class is: 11. (2) Product: [C:33]([C:37]1[CH:38]=[C:39]([CH3:55])[CH:40]([C:42]([C:11]2[C:10]3[CH2:9][C:8]4[C:16](=[CH:17][C:5]([C:1]([CH3:4])([CH3:3])[CH3:2])=[CH:6][CH:7]=4)[C:15]=3[CH:14]=[C:13]([C:18]([CH3:21])([CH3:20])[CH3:19])[CH:12]=2)([C:43]2[CH:44]=[CH:45][CH:46]=[CH:47][CH:48]=2)[C:49]2[CH:50]=[CH:51][CH:52]=[CH:53][CH:54]=2)[CH:41]=1)([CH3:34])([CH3:35])[CH3:36]. The catalyst class is: 27. Reactant: [C:1]([C:5]1[CH:6]=[CH:7][C:8]2[CH2:9][C:10]3[C:15]([C:16]=2[CH:17]=1)=[CH:14][C:13]([C:18]([CH3:21])([CH3:20])[CH3:19])=[CH:12][CH:11]=3)([CH3:4])([CH3:3])[CH3:2].C([Li])CCC.CCCCCC.[C:33]([C:37]1[CH:38]=[C:39]([CH3:55])[C:40](=[C:42]([C:49]2[CH:54]=[CH:53][CH:52]=[CH:51][CH:50]=2)[C:43]2[CH:48]=[CH:47][CH:46]=[CH:45][CH:44]=2)[CH:41]=1)([CH3:36])([CH3:35])[CH3:34].O.